This data is from Full USPTO retrosynthesis dataset with 1.9M reactions from patents (1976-2016). The task is: Predict the reactants needed to synthesize the given product. Given the product [C:14]([O:18][C:19]([N:21]1[CH2:26][CH2:25][N:24]([C:6](=[O:11])[C:7]([F:8])([F:9])[F:10])[CH2:23][CH:22]1[CH2:27][CH2:28][OH:29])=[O:20])([CH3:17])([CH3:16])[CH3:15], predict the reactants needed to synthesize it. The reactants are: [F:8][C:7]([F:10])([F:9])[C:6](O[C:6](=[O:11])[C:7]([F:10])([F:9])[F:8])=[O:11].[C:14]([O:18][C:19]([N:21]1[CH2:26][CH2:25][NH:24][CH2:23][CH:22]1[CH2:27][CH2:28][OH:29])=[O:20])([CH3:17])([CH3:16])[CH3:15].C(N(CC)CC)C.